This data is from CYP1A2 inhibition data for predicting drug metabolism from PubChem BioAssay. The task is: Regression/Classification. Given a drug SMILES string, predict its absorption, distribution, metabolism, or excretion properties. Task type varies by dataset: regression for continuous measurements (e.g., permeability, clearance, half-life) or binary classification for categorical outcomes (e.g., BBB penetration, CYP inhibition). Dataset: cyp1a2_veith. (1) The molecule is CC(C)On1c(SC(C)C)nc2ccccc2c1=O. The result is 1 (inhibitor). (2) The molecule is Cn1c(=O)n(CCC(=O)O)c2ccccc21. The result is 0 (non-inhibitor). (3) The drug is CC(=O)Nc1ccc(C(=O)NNC(=O)CCc2ccccc2)cc1. The result is 0 (non-inhibitor). (4) The molecule is COCCNC(=O)c1onc(CSc2ccccc2F)c1C(=O)O. The result is 0 (non-inhibitor). (5) The drug is Cc1cc(C)nc(SCCc2cccc[n+]2C)n1. The result is 0 (non-inhibitor). (6) The result is 0 (non-inhibitor). The molecule is N=C(N)c1ccc(-c2ccc(-c3ccc(C(=N)N)cc3)o2)cc1. (7) The molecule is O=C1C(SCCO)=C(SCCO)C(=O)c2ccccc21. The result is 1 (inhibitor).